This data is from Forward reaction prediction with 1.9M reactions from USPTO patents (1976-2016). The task is: Predict the product of the given reaction. (1) Given the reactants Cl.Cl.[CH2:3]([N:11]([CH3:26])[C:12](=[NH:25])[NH:13][C:14](=[NH:24])[N:15]([CH2:17][C:18]1[CH:23]=[CH:22][CH:21]=[CH:20][CH:19]=1)[CH3:16])[CH2:4][CH2:5][CH2:6][CH2:7][CH2:8][CH2:9][CH3:10].[CH2:27]([OH:29])[CH3:28].Cl.[CH3:31][C:32]([CH3:34])=[O:33], predict the reaction product. The product is: [C:27]([OH:33])(=[O:29])[CH3:28].[CH2:3]([N:11]([CH3:26])[C:12]1[N:13]=[C:14]([N:15]([CH2:17][C:18]2[CH:23]=[CH:22][CH:21]=[CH:20][CH:19]=2)[CH3:16])[NH:24][C:32]([CH3:34])([CH3:31])[N:25]=1)[CH2:4][CH2:5][CH2:6][CH2:7][CH2:8][CH2:9][CH3:10]. (2) Given the reactants C(O[C:4]([C:6]1[S:10][C:9]([C:11]2[CH:16]=[CH:15][C:14]([C:17]([F:20])([F:19])[F:18])=[CH:13][CH:12]=2)=[N:8][C:7]=1[CH2:21][N:22](C(OC(C)(C)C)=O)[CH2:23][C:24]([O:26][CH2:27][CH3:28])=[O:25])=[O:5])C.CC([O-])(C)C.[K+], predict the reaction product. The product is: [CH2:27]([O:26][C:24]([C:23]1[N:22]=[CH:21][C:7]2[N:8]=[C:9]([C:11]3[CH:12]=[CH:13][C:14]([C:17]([F:20])([F:18])[F:19])=[CH:15][CH:16]=3)[S:10][C:6]=2[C:4]=1[OH:5])=[O:25])[CH3:28]. (3) Given the reactants [C:1]([O:5][CH:6]([C:11]1[C:16]([C:17]([F:20])([F:19])[F:18])=[CH:15][CH:14]=[C:13](B2OC(C)(C)C(C)(C)O2)[C:12]=1[C:30]1[CH:31]=[CH:32][C:33]2[O:38][CH2:37][CH2:36][CH2:35][C:34]=2[CH:39]=1)[C:7]([O:9][CH3:10])=[O:8])([CH3:4])([CH3:3])[CH3:2].Br[C:41]1[CH:46]=[CH:45][CH:44]=[C:43]([CH2:47][CH2:48][CH3:49])[N:42]=1.C(=O)([O-])[O-].[Na+].[Na+].ClCCl, predict the reaction product. The product is: [C:1]([O:5][CH:6]([C:11]1[C:16]([C:17]([F:19])([F:18])[F:20])=[CH:15][CH:14]=[C:13]([C:41]2[CH:46]=[CH:45][CH:44]=[C:43]([CH2:47][CH2:48][CH3:49])[N:42]=2)[C:12]=1[C:30]1[CH:31]=[CH:32][C:33]2[O:38][CH2:37][CH2:36][CH2:35][C:34]=2[CH:39]=1)[C:7]([O:9][CH3:10])=[O:8])([CH3:4])([CH3:2])[CH3:3]. (4) The product is: [O:26]1[CH2:27][CH2:28][N:23]([C:5]2[C:6]3[N:7]([CH:8]=[C:9]([CH2:11][CH2:12][C:13]4[CH:22]=[CH:21][C:20]5[C:15](=[CH:16][CH:17]=[CH:18][CH:19]=5)[N:14]=4)[N:10]=3)[C:2]([C:37]3[CH:38]=[CH:39][C:40]([N:43]4[C:47](=[O:48])[N:46]([CH2:49][O:50][CH2:51][CH2:52][Si:53]([CH3:56])([CH3:55])[CH3:54])[N:45]=[CH:44]4)=[CH:41][CH:42]=3)=[CH:3][N:4]=2)[CH2:24][CH2:25]1. Given the reactants Br[C:2]1[N:7]2[CH:8]=[C:9]([CH2:11][CH2:12][C:13]3[CH:22]=[CH:21][C:20]4[C:15](=[CH:16][CH:17]=[CH:18][CH:19]=4)[N:14]=3)[N:10]=[C:6]2[C:5]([N:23]2[CH2:28][CH2:27][O:26][CH2:25][CH2:24]2)=[N:4][CH:3]=1.CC1(C)C(C)(C)OB([C:37]2[CH:42]=[CH:41][C:40]([N:43]3[C:47](=[O:48])[N:46]([CH2:49][O:50][CH2:51][CH2:52][Si:53]([CH3:56])([CH3:55])[CH3:54])[N:45]=[CH:44]3)=[CH:39][CH:38]=2)O1.C([O-])([O-])=O.[Na+].[Na+], predict the reaction product.